This data is from Forward reaction prediction with 1.9M reactions from USPTO patents (1976-2016). The task is: Predict the product of the given reaction. (1) Given the reactants [CH:1]([O:4][C:5]([C@H:7]1[CH2:12][CH2:11][C@H:10]([C:13]2[CH:18]=[CH:17][C:16]([NH2:19])=[CH:15][CH:14]=2)[CH2:9][CH2:8]1)=[O:6])([CH3:3])[CH3:2].C(N(CC)CC)C.[Cl:27][C:28]1[CH:29]=[C:30]([CH:34]=[CH:35][C:36]=1[Cl:37])[C:31](Cl)=[O:32], predict the reaction product. The product is: [CH:1]([O:4][C:5]([C@H:7]1[CH2:8][CH2:9][C@H:10]([C:13]2[CH:14]=[CH:15][C:16]([NH:19][C:31](=[O:32])[C:30]3[CH:34]=[CH:35][C:36]([Cl:37])=[C:28]([Cl:27])[CH:29]=3)=[CH:17][CH:18]=2)[CH2:11][CH2:12]1)=[O:6])([CH3:3])[CH3:2]. (2) Given the reactants [F:1][C:2]1[CH:34]=[N:33][C:5]2[N:6]([C:26]3[CH:31]=[CH:30][CH:29]=[C:28](I)[CH:27]=3)[C:7](=[O:25])[N:8]([C@@H:11]3[CH2:16][CH2:15][C@H:14]([NH:17]C(=O)OC(C)(C)C)[CH2:13][CH2:12]3)[C:9](=[O:10])[C:4]=2[CH:3]=1.[ClH:35], predict the reaction product. The product is: [ClH:35].[NH2:17][C@@H:14]1[CH2:15][CH2:16][C@H:11]([N:8]2[C:9](=[O:10])[C:4]3[CH:3]=[C:2]([F:1])[CH:34]=[N:33][C:5]=3[N:6]([C:26]3[CH:27]=[C:28]([C:11]4[CH:16]=[CH:15][CH:14]=[CH:13][CH:12]=4)[CH:29]=[CH:30][CH:31]=3)[C:7]2=[O:25])[CH2:12][CH2:13]1. (3) Given the reactants [S:1]1[CH:5]=[CH:4][C:3]([C:6]2[CH:11]=[CH:10][C:9]([CH:12]([CH3:15])[CH2:13][NH2:14])=[CH:8][CH:7]=2)=[CH:2]1.[N:16]1([C:22](Cl)=[O:23])[CH2:21][CH2:20][O:19][CH2:18][CH2:17]1, predict the reaction product. The product is: [S:1]1[CH:5]=[CH:4][C:3]([C:6]2[CH:11]=[CH:10][C:9]([CH:12]([CH3:15])[CH2:13][NH:14][C:22]([N:16]3[CH2:21][CH2:20][O:19][CH2:18][CH2:17]3)=[O:23])=[CH:8][CH:7]=2)=[CH:2]1. (4) Given the reactants [NH:1]1[C:5]2[CH:6]=[CH:7][CH:8]=[CH:9][C:4]=2[N:3]=[C:2]1[C:10]([C:12]1[CH:17]=[CH:16][C:15]([OH:18])=[CH:14][CH:13]=1)=[O:11].F[C:20]1[C:25]([CH:26]2[CH2:31][CH2:30][N:29]([CH2:32][CH2:33][F:34])[CH2:28][CH2:27]2)=[N:24][CH:23]=[CH:22][N:21]=1.C(=O)([O-])[O-].[Cs+].[Cs+], predict the reaction product. The product is: [NH:1]1[C:5]2[CH:6]=[CH:7][CH:8]=[CH:9][C:4]=2[N:3]=[C:2]1[C:10]([C:12]1[CH:17]=[CH:16][C:15]([O:18][C:20]2[C:25]([CH:26]3[CH2:27][CH2:28][N:29]([CH2:32][CH2:33][F:34])[CH2:30][CH2:31]3)=[N:24][CH:23]=[CH:22][N:21]=2)=[CH:14][CH:13]=1)=[O:11]. (5) Given the reactants [OH-].[Na+].C([O:11][C:12]1[CH:27]=[CH:26][C:15]([C:16]([O:18][CH2:19][C:20]2[CH:25]=[CH:24][CH:23]=[CH:22][CH:21]=2)=[O:17])=[C:14]([O:28][CH2:29][C:30]2[CH:35]=[CH:34][CH:33]=[CH:32][CH:31]=2)[CH:13]=1)(=O)C1C=CC=CC=1.Cl, predict the reaction product. The product is: [CH2:29]([O:28][C:14]1[CH:13]=[C:12]([OH:11])[CH:27]=[CH:26][C:15]=1[C:16]([O:18][CH2:19][C:20]1[CH:21]=[CH:22][CH:23]=[CH:24][CH:25]=1)=[O:17])[C:30]1[CH:31]=[CH:32][CH:33]=[CH:34][CH:35]=1. (6) The product is: [F:21][C@H:9]1[C@@H:8]([CH2:7][CH2:6][OH:5])[CH2:13][CH2:12][N:11]([C:14]([O:16][C:17]([CH3:20])([CH3:19])[CH3:18])=[O:15])[CH2:10]1. Given the reactants N#N.C([O:5][C:6](=O)[CH2:7][CH:8]1[CH2:13][CH2:12][N:11]([C:14]([O:16][C:17]([CH3:20])([CH3:19])[CH3:18])=[O:15])[CH2:10][CH:9]1[F:21])C.CC(C[AlH]CC(C)C)C.[OH-].[Na+], predict the reaction product. (7) Given the reactants [SH:1][C:2]1[CH:3]=[C:4]([OH:8])[CH:5]=[CH:6][CH:7]=1.C[O-].[Na+].CO.Br[CH2:15][CH:16]1[CH2:21][CH2:20][O:19][CH2:18][CH2:17]1, predict the reaction product. The product is: [O:19]1[CH2:20][CH2:21][CH:16]([CH2:15][S:1][C:2]2[CH:3]=[C:4]([OH:8])[CH:5]=[CH:6][CH:7]=2)[CH2:17][CH2:18]1. (8) Given the reactants [Cl:1][C:2]1[CH:7]=[CH:6][C:5]([CH:8]([C@@H:14]([CH3:19])[C:15]([F:18])([F:17])[F:16])[C:9]([O:11]CC)=[O:10])=[C:4]([F:20])[CH:3]=1, predict the reaction product. The product is: [Cl:1][C:2]1[CH:7]=[CH:6][C:5]([CH:8]([C@@H:14]([CH3:19])[C:15]([F:16])([F:18])[F:17])[C:9]([OH:11])=[O:10])=[C:4]([F:20])[CH:3]=1. (9) Given the reactants [CH2:1]([N:8]([C:32]1[CH:37]=[CH:36][CH:35]=[CH:34][CH:33]=1)[C:9]1[CH:14]=[C:13]([N:15]2[CH2:20][CH2:19][N:18]([C:21](=[O:28])[C:22]3[CH:27]=[CH:26][CH:25]=[CH:24][CH:23]=3)[CH2:17][CH2:16]2)[CH:12]=[CH:11][C:10]=1[N+:29]([O-])=O)[C:2]1[CH:7]=[CH:6][CH:5]=[CH:4][CH:3]=1.[BH4-].[Na+], predict the reaction product. The product is: [CH2:1]([N:8]([C:9]1[CH:14]=[C:13]([N:15]2[CH2:20][CH2:19][N:18]([C:21]([C:22]3[CH:27]=[CH:26][CH:25]=[CH:24][CH:23]=3)=[O:28])[CH2:17][CH2:16]2)[CH:12]=[CH:11][C:10]=1[NH2:29])[C:32]1[CH:33]=[CH:34][CH:35]=[CH:36][CH:37]=1)[C:2]1[CH:7]=[CH:6][CH:5]=[CH:4][CH:3]=1. (10) Given the reactants [CH3:1][NH:2][CH:3]([C:7]1[CH:8]=[N:9][CH:10]=[CH:11][C:12]=1[C:13]([F:16])([F:15])[F:14])[CH:4]([CH3:6])[CH3:5].C(=O)([O-])[O-].[K+].[K+].[O:23]([CH:30]([CH3:34])[C:31](Cl)=[O:32])[C:24]1[CH:29]=[CH:28][CH:27]=[CH:26][CH:25]=1, predict the reaction product. The product is: [CH3:1][N:2]([CH:3]([C:7]1[CH:8]=[N:9][CH:10]=[CH:11][C:12]=1[C:13]([F:15])([F:14])[F:16])[CH:4]([CH3:6])[CH3:5])[C:31](=[O:32])[CH:30]([O:23][C:24]1[CH:25]=[CH:26][CH:27]=[CH:28][CH:29]=1)[CH3:34].